From a dataset of Full USPTO retrosynthesis dataset with 1.9M reactions from patents (1976-2016). Predict the reactants needed to synthesize the given product. (1) Given the product [Cl:1][C:2]1[CH:3]=[C:4]([N:9]([C:10]2[C:19]3[C:14](=[CH:15][C:16]([O:23][CH2:24][CH2:25][CH2:26][N:27]4[CH2:28][CH2:29][O:30][CH2:31][CH2:32]4)=[C:17]([N+:20]([O-:22])=[O:21])[CH:18]=3)[N:13]=[CH:12][N:11]=2)[C:39](=[O:41])[CH3:40])[CH:5]=[CH:6][C:7]=1[F:8], predict the reactants needed to synthesize it. The reactants are: [Cl:1][C:2]1[CH:3]=[C:4]([NH:9][C:10]2[C:19]3[C:14](=[CH:15][C:16]([O:23][CH2:24][CH2:25][CH2:26][N:27]4[CH2:32][CH2:31][O:30][CH2:29][CH2:28]4)=[C:17]([N+:20]([O-:22])=[O:21])[CH:18]=3)[N:13]=[CH:12][N:11]=2)[CH:5]=[CH:6][C:7]=1[F:8].C(=O)([O-])[O-].[Cs+].[Cs+].[C:39](Cl)(=[O:41])[CH3:40]. (2) Given the product [Cl:25][C:24]1[C:19]([O:1][C:2]2[N:3]=[CH:4][C:5]3[C:10]([CH:11]=2)=[CH:9][CH:8]=[CH:7][CH:6]=3)=[N:20][CH:21]=[C:22]([N+:26]([O-:28])=[O:27])[CH:23]=1, predict the reactants needed to synthesize it. The reactants are: [OH:1][C:2]1[N:3]=[CH:4][C:5]2[C:10]([CH:11]=1)=[CH:9][CH:8]=[CH:7][CH:6]=2.C(=O)([O-])[O-].[Cs+].[Cs+].Cl[C:19]1[C:24]([Cl:25])=[CH:23][C:22]([N+:26]([O-:28])=[O:27])=[CH:21][N:20]=1. (3) The reactants are: Cl.[F:2][C:3]([F:15])([F:14])[C:4]1[CH:13]=[CH:12][C:11]2[CH2:10][NH:9][CH2:8][CH2:7][C:6]=2[N:5]=1.[CH3:16][S:17]([C:20]1[CH:21]=[CH:22][C:23]([O:29][C@H:30]([CH3:35])[C:31]([F:34])([F:33])[F:32])=[C:24]([CH:28]=1)[C:25](O)=[O:26])(=[O:19])=[O:18]. Given the product [CH3:16][S:17]([C:20]1[CH:21]=[CH:22][C:23]([O:29][C@H:30]([CH3:35])[C:31]([F:32])([F:33])[F:34])=[C:24]([C:25]([N:9]2[CH2:8][CH2:7][C:6]3[N:5]=[C:4]([C:3]([F:2])([F:14])[F:15])[CH:13]=[CH:12][C:11]=3[CH2:10]2)=[O:26])[CH:28]=1)(=[O:19])=[O:18], predict the reactants needed to synthesize it. (4) Given the product [CH3:30][C:28]1[NH:27][N:26]=[C:25]([NH:24][C:14]2[CH:13]=[C:12]([NH:1][CH2:2][CH2:3][N:4]3[CH2:9][CH2:8][N:7]([CH3:10])[CH2:6][CH2:5]3)[N:17]=[C:16]([C:18]3[CH:19]=[CH:20][CH:21]=[CH:22][CH:23]=3)[N:15]=2)[CH:29]=1, predict the reactants needed to synthesize it. The reactants are: [NH2:1][CH2:2][CH2:3][N:4]1[CH2:9][CH2:8][N:7]([CH3:10])[CH2:6][CH2:5]1.Cl[C:12]1[N:17]=[C:16]([C:18]2[CH:23]=[CH:22][CH:21]=[CH:20][CH:19]=2)[N:15]=[C:14]([NH:24][C:25]2[CH:29]=[C:28]([CH3:30])[NH:27][N:26]=2)[CH:13]=1. (5) Given the product [OH:2][C:3]1[C:11]2[C:6](=[CH:7][N:8]=[CH:9][CH:10]=2)[O:5][C:4]=1[C:12]1[N:14]=[CH:24][C:21]([C:20]([O:19][CH3:18])=[O:28])=[CH:22][N:13]=1, predict the reactants needed to synthesize it. The reactants are: Cl.[OH:2][C:3]1[C:11]2[C:6](=[CH:7][N:8]=[CH:9][CH:10]=2)[O:5][C:4]=1[C:12]([NH2:14])=[NH:13].C[O-].[Na+].[CH3:18][O:19][CH:20]([O:28]C)/[C:21](/[C:24](OC)=O)=[CH:22]/[O-].[Na+]. (6) Given the product [CH2:2]([N:9]1[CH2:19][CH:20]([CH2:21][OH:22])[CH:12]([CH2:11][OH:14])[O:10]1)[C:3]1[CH:8]=[CH:7][CH:6]=[CH:5][CH:4]=1, predict the reactants needed to synthesize it. The reactants are: Cl.[CH2:2]([NH:9][OH:10])[C:3]1[CH:8]=[CH:7][CH:6]=[CH:5][CH:4]=1.[C:11]([O-:14])(=O)[CH3:12].[Na+].C=O.C(O)/[CH:19]=[CH:20]\[CH2:21][OH:22].